Dataset: Catalyst prediction with 721,799 reactions and 888 catalyst types from USPTO. Task: Predict which catalyst facilitates the given reaction. Reactant: Cl.Cl.[Cl:3][C:4]1[C:8]([NH:9][CH3:10])=[CH:7][N:6]([C:11]2[CH:12]=[N:13][CH:14]=[CH:15][CH:16]=2)[N:5]=1.N1C=CC=CC=1.Cl[CH2:24][CH2:25][S:26](Cl)(=[O:28])=[O:27].O. Product: [CH3:10][N:9]([C:8]1[C:4]([Cl:3])=[N:5][N:6]([C:11]2[CH:12]=[N:13][CH:14]=[CH:15][CH:16]=2)[CH:7]=1)[S:26]([CH:25]=[CH2:24])(=[O:28])=[O:27]. The catalyst class is: 344.